Dataset: Full USPTO retrosynthesis dataset with 1.9M reactions from patents (1976-2016). Task: Predict the reactants needed to synthesize the given product. The reactants are: O=S1(=O)CCN(CC[NH:10][C@:11]23[CH2:45][CH2:44][C@@H:43]([CH:46]([CH3:48])[CH3:47])[C@@H:12]2[C@@H:13]2[C@@:26]([CH3:29])([CH2:27][CH2:28]3)[C@@:25]3([CH3:30])[C@@H:16]([C@:17]4([CH3:42])[C@@H:22]([CH2:23][CH2:24]3)[C:21]([CH3:32])([CH3:31])[C@@H:20]([C:33]3[CH:41]=[CH:40][C:36]([C:37]([OH:39])=[O:38])=[CH:35][CH:34]=3)[CH2:19][CH2:18]4)[CH2:15][CH2:14]2)CC1.Cl[CH2:51][CH2:52][N:53]1[CH2:58][CH2:57][CH:56]([S:59]([CH3:62])(=[O:61])=[O:60])[CH2:55][CH2:54]1. Given the product [CH:46]([C@H:43]1[C@@H:12]2[C@@H:13]3[C@@:26]([CH3:29])([CH2:27][CH2:28][C@@:11]2([NH:10][CH2:51][CH2:52][N:53]2[CH2:58][CH2:57][CH:56]([S:59]([CH3:62])(=[O:61])=[O:60])[CH2:55][CH2:54]2)[CH2:45][CH2:44]1)[C@@:25]1([CH3:30])[C@@H:16]([C@:17]2([CH3:42])[C@@H:22]([CH2:23][CH2:24]1)[C:21]([CH3:32])([CH3:31])[C@@H:20]([C:33]1[CH:41]=[CH:40][C:36]([C:37]([OH:39])=[O:38])=[CH:35][CH:34]=1)[CH2:19][CH2:18]2)[CH2:15][CH2:14]3)([CH3:48])[CH3:47], predict the reactants needed to synthesize it.